Dataset: NCI-60 drug combinations with 297,098 pairs across 59 cell lines. Task: Regression. Given two drug SMILES strings and cell line genomic features, predict the synergy score measuring deviation from expected non-interaction effect. (1) Drug 1: C1CCN(CC1)CCOC2=CC=C(C=C2)C(=O)C3=C(SC4=C3C=CC(=C4)O)C5=CC=C(C=C5)O. Drug 2: COC1=CC(=CC(=C1O)OC)C2C3C(COC3=O)C(C4=CC5=C(C=C24)OCO5)OC6C(C(C7C(O6)COC(O7)C8=CC=CS8)O)O. Cell line: RXF 393. Synergy scores: CSS=22.8, Synergy_ZIP=0.207, Synergy_Bliss=1.77, Synergy_Loewe=-1.54, Synergy_HSA=3.30. (2) Drug 1: C1=CC(=CC=C1C#N)C(C2=CC=C(C=C2)C#N)N3C=NC=N3. Drug 2: CN(C(=O)NC(C=O)C(C(C(CO)O)O)O)N=O. Cell line: HL-60(TB). Synergy scores: CSS=-1.16, Synergy_ZIP=1.46, Synergy_Bliss=3.02, Synergy_Loewe=-4.38, Synergy_HSA=-2.15. (3) Drug 1: C1=CC(=CC=C1CCC2=CNC3=C2C(=O)NC(=N3)N)C(=O)NC(CCC(=O)O)C(=O)O. Drug 2: C(=O)(N)NO. Cell line: HOP-62. Synergy scores: CSS=40.0, Synergy_ZIP=-2.72, Synergy_Bliss=9.35, Synergy_Loewe=-75.3, Synergy_HSA=8.75. (4) Drug 1: C1=NC2=C(N1)C(=S)N=C(N2)N. Drug 2: CC1=C2C(C(=O)C3(C(CC4C(C3C(C(C2(C)C)(CC1OC(=O)C(C(C5=CC=CC=C5)NC(=O)OC(C)(C)C)O)O)OC(=O)C6=CC=CC=C6)(CO4)OC(=O)C)O)C)O. Cell line: A498. Synergy scores: CSS=25.3, Synergy_ZIP=-9.42, Synergy_Bliss=-4.06, Synergy_Loewe=-13.0, Synergy_HSA=-2.29. (5) Cell line: HL-60(TB). Drug 1: C1C(C(OC1N2C=C(C(=O)NC2=O)F)CO)O. Synergy scores: CSS=0.173, Synergy_ZIP=2.12, Synergy_Bliss=1.35, Synergy_Loewe=-13.3, Synergy_HSA=-10.5. Drug 2: CC1CCC2CC(C(=CC=CC=CC(CC(C(=O)C(C(C(=CC(C(=O)CC(OC(=O)C3CCCCN3C(=O)C(=O)C1(O2)O)C(C)CC4CCC(C(C4)OC)OCCO)C)C)O)OC)C)C)C)OC.